Dataset: Catalyst prediction with 721,799 reactions and 888 catalyst types from USPTO. Task: Predict which catalyst facilitates the given reaction. (1) Product: [OH:35][C@H:31]([C@@H:30]([OH:39])[C:36]([OH:38])=[O:37])[C:32]([OH:34])=[O:33].[OH:28][C:22]1[CH:21]=[CH:20][C:19]([C@@H:18]([OH:29])[CH2:17][NH:16][C@H:6]([CH3:5])[CH2:7][C:8]2[CH:9]=[CH:10][C:11]([O:14][CH3:15])=[CH:12][CH:13]=2)=[CH:24][C:23]=1[NH:25][CH:26]=[O:27]. Reactant: C(O)(C)C.[CH3:5][C@@H:6]([NH:16][CH2:17][C@H:18]([OH:29])[C:19]1[CH:20]=[CH:21][C:22]([OH:28])=[C:23]([NH:25][CH:26]=[O:27])[CH:24]=1)[CH2:7][C:8]1[CH:9]=[CH:10][C:11]([O:14][CH3:15])=[CH:12][CH:13]=1.[CH:30]([OH:39])([C:36]([OH:38])=[O:37])[CH:31]([OH:35])[C:32]([OH:34])=[O:33]. The catalyst class is: 6. (2) Reactant: C(=O)([O-])[O-].[K+].[K+].[C:7]1([CH:14]=[CH:13][CH:12]=[C:10]([OH:11])[CH:9]=1)[OH:8].[CH3:15][O:16][C:17]1[CH:18]=[C:19]([CH:22]=[CH:23][CH:24]=1)[CH2:20]Br. Product: [CH3:15][O:16][C:17]1[CH:18]=[C:19]([CH:22]=[CH:23][CH:24]=1)[CH2:20][O:8][C:7]1[CH:9]=[C:10]([OH:11])[CH:12]=[CH:13][CH:14]=1. The catalyst class is: 10. (3) Reactant: [Cl:1][C:2]1[CH:3]=[C:4]([C:8]2[N:17]([CH3:18])[C:16](=[O:19])[C:15]3[C:10](=[CH:11][CH:12]=[C:13]([OH:20])[CH:14]=3)[N:9]=2)[CH:5]=[CH:6][CH:7]=1.[N:21]12[CH2:28][CH2:27][CH:24]([CH2:25][CH2:26]1)[CH:23](O)[CH2:22]2.C1(P(C2C=CC=CC=2)C2C=CC=CC=2)C=CC=CC=1.N(C(OC(C)C)=O)=NC(OC(C)C)=O. Product: [Cl:1][C:2]1[CH:3]=[C:4]([C:8]2[N:17]([CH3:18])[C:16](=[O:19])[C:15]3[C:10](=[CH:11][CH:12]=[C:13]([O:20][CH:23]4[CH:24]5[CH2:27][CH2:28][N:21]([CH2:26][CH2:25]5)[CH2:22]4)[CH:14]=3)[N:9]=2)[CH:5]=[CH:6][CH:7]=1. The catalyst class is: 7. (4) Reactant: [Cl:1][C:2]1[CH:7]=[CH:6][C:5]([CH2:8][OH:9])=[CH:4][C:3]=1[CH2:10][CH2:11][OH:12]. Product: [Cl:1][C:2]1[CH:7]=[CH:6][C:5]([CH:8]=[O:9])=[CH:4][C:3]=1[CH2:10][CH2:11][OH:12]. The catalyst class is: 485. (5) The catalyst class is: 127. Reactant: [C:1]([C:3]1[S:7][C:6]([N:8]2[CH2:13][CH2:12][N:11]([C:14]([O:16][C:17]([CH3:20])([CH3:19])[CH3:18])=[O:15])[CH2:10][CH2:9]2)=[N:5][N:4]=1)#[N:2].[N-:21]=[N+:22]=[N-:23].[Na+].[Cl-].[NH4+].Cl. Product: [N:2]1[NH:21][N:22]=[N:23][C:1]=1[C:3]1[S:7][C:6]([N:8]2[CH2:9][CH2:10][N:11]([C:14]([O:16][C:17]([CH3:20])([CH3:19])[CH3:18])=[O:15])[CH2:12][CH2:13]2)=[N:5][N:4]=1. (6) Reactant: [CH:1]1[C:13]2[CH:12]([CH2:14][C:15](N(OC)C)=[O:16])[C:11]3[C:6](=[CH:7][CH:8]=[CH:9][CH:10]=3)[C:5]=2[CH:4]=[CH:3][CH:2]=1.I[C:22]1[CH:27]=[CH:26][N:25]=[CH:24][CH:23]=1.[Li]CCCC. Product: [CH:1]1[C:13]2[CH:12]([CH2:14][C:15]([C:22]3[CH:27]=[CH:26][N:25]=[CH:24][CH:23]=3)=[O:16])[C:11]3[C:6](=[CH:7][CH:8]=[CH:9][CH:10]=3)[C:5]=2[CH:4]=[CH:3][CH:2]=1. The catalyst class is: 1. (7) Reactant: Cl.[NH2:2][C@H:3]([C:7]([O:9][CH3:10])=[O:8])[CH:4]([CH3:6])[CH3:5].C(=O)([O-])[O-].[Na+].[Na+].O.[Br:18][C:19]1[CH:24]=[CH:23][C:22]([S:25](Cl)(=[O:27])=[O:26])=[CH:21][CH:20]=1. Product: [Br:18][C:19]1[CH:24]=[CH:23][C:22]([S:25]([NH:2][C@H:3]([C:7]([O:9][CH3:10])=[O:8])[CH:4]([CH3:6])[CH3:5])(=[O:27])=[O:26])=[CH:21][CH:20]=1. The catalyst class is: 21. (8) Reactant: [C:1]([N:5]1[C:9]([NH2:10])=[CH:8][C:7]([C:11]([CH3:14])([CH3:13])[CH3:12])=[N:6]1)([CH3:4])([CH3:3])[CH3:2].[CH3:15][O:16][C:17]1[CH:18]=[C:19]([CH:22]=[CH:23][C:24]=1[O:25][CH3:26])[CH:20]=O.[CH2:27]1[C:32](=O)[CH2:31][C:29](=[O:30])[CH2:28]1. Product: [C:1]([N:5]1[C:9]2[NH:10][C:27]3[CH2:32][CH2:31][C:29](=[O:30])[C:28]=3[CH:20]([C:19]3[CH:22]=[CH:23][C:24]([O:25][CH3:26])=[C:17]([O:16][CH3:15])[CH:18]=3)[C:8]=2[C:7]([C:11]([CH3:14])([CH3:13])[CH3:12])=[N:6]1)([CH3:4])([CH3:3])[CH3:2]. The catalyst class is: 8.